Dataset: NCI-60 drug combinations with 297,098 pairs across 59 cell lines. Task: Regression. Given two drug SMILES strings and cell line genomic features, predict the synergy score measuring deviation from expected non-interaction effect. Drug 1: CN(C)N=NC1=C(NC=N1)C(=O)N. Drug 2: CCCCC(=O)OCC(=O)C1(CC(C2=C(C1)C(=C3C(=C2O)C(=O)C4=C(C3=O)C=CC=C4OC)O)OC5CC(C(C(O5)C)O)NC(=O)C(F)(F)F)O. Cell line: SF-295. Synergy scores: CSS=7.85, Synergy_ZIP=-2.90, Synergy_Bliss=-1.06, Synergy_Loewe=1.47, Synergy_HSA=1.02.